Dataset: Peptide-MHC class I binding affinity with 185,985 pairs from IEDB/IMGT. Task: Regression. Given a peptide amino acid sequence and an MHC pseudo amino acid sequence, predict their binding affinity value. This is MHC class I binding data. (1) The MHC is H-2-Db with pseudo-sequence H-2-Db. The binding affinity (normalized) is 0.494. The peptide sequence is YALAVLAHL. (2) The peptide sequence is SDFKTWLKA. The MHC is Patr-B2401 with pseudo-sequence Patr-B2401. The binding affinity (normalized) is 0.200. (3) The peptide sequence is CIAWSSSSCH. The MHC is HLA-A33:01 with pseudo-sequence HLA-A33:01. The binding affinity (normalized) is 0. (4) The MHC is HLA-A26:01 with pseudo-sequence HLA-A26:01. The binding affinity (normalized) is 0.318. The peptide sequence is ETLMLVALL. (5) The peptide sequence is KTNDINVRR. The MHC is HLA-A31:01 with pseudo-sequence HLA-A31:01. The binding affinity (normalized) is 0.926. (6) The MHC is HLA-A03:01 with pseudo-sequence HLA-A03:01. The binding affinity (normalized) is 0.365. The peptide sequence is SSLDQTHIK. (7) The peptide sequence is TTAEFTVPK. The MHC is HLA-B83:01 with pseudo-sequence HLA-B83:01. The binding affinity (normalized) is 0.213. (8) The peptide sequence is FHKRDMRLL. The MHC is HLA-A01:01 with pseudo-sequence HLA-A01:01. The binding affinity (normalized) is 0.0847.